Dataset: Peptide-MHC class II binding affinity with 134,281 pairs from IEDB. Task: Regression. Given a peptide amino acid sequence and an MHC pseudo amino acid sequence, predict their binding affinity value. This is MHC class II binding data. (1) The peptide sequence is SEELRSLYNTVATLYCVHQ. The MHC is HLA-DQA10102-DQB10502 with pseudo-sequence HLA-DQA10102-DQB10502. The binding affinity (normalized) is 0.204. (2) The peptide sequence is YKRQLMNILGAVYRY. The MHC is DRB5_0101 with pseudo-sequence DRB5_0101. The binding affinity (normalized) is 0.554. (3) The peptide sequence is INEPTAAAIAYGLDR. The MHC is HLA-DQA10501-DQB10301 with pseudo-sequence HLA-DQA10501-DQB10301. The binding affinity (normalized) is 0.675. (4) The peptide sequence is YDKKLANVSTVLTGK. The MHC is DRB1_0701 with pseudo-sequence DRB1_0701. The binding affinity (normalized) is 0.507.